From a dataset of Reaction yield outcomes from USPTO patents with 853,638 reactions. Predict the reaction yield, written as a fraction of the theoretical maximum amount of product (1.0 means a 100% yield; for example, 0.34 means a 34% yield). The yield is 0.930. The product is [Cl:28][C:25]1[CH:24]=[CH:23][C:22]([C:17]([C:14]2[CH:15]=[CH:16][C:11]3[C:12]([CH:13]=2)=[C:8]([C:4]2[CH:5]=[CH:6][CH:7]=[C:2]([Cl:1])[CH:3]=2)[O:9][N:10]=3)=[O:18])=[CH:27][CH:26]=1. The catalyst is Cl.CO. The reactants are [Cl:1][C:2]1[CH:3]=[C:4]([C:8]2[O:9][N:10]=[C:11]3[CH:16]=[CH:15][C:14]([C:17]4([C:22]5[CH:27]=[CH:26][C:25]([Cl:28])=[CH:24][CH:23]=5)OCC[O:18]4)=[CH:13][C:12]=23)[CH:5]=[CH:6][CH:7]=1.N.